This data is from Full USPTO retrosynthesis dataset with 1.9M reactions from patents (1976-2016). The task is: Predict the reactants needed to synthesize the given product. (1) The reactants are: CCCC[N+](CCCC)(CCCC)CCCC.[F-].[CH2:19]([C@:26]([OH:63])([CH2:43][CH2:44][O:45][Si](C(C)(C)C)(C1C=CC=CC=1)C1C=CC=CC=1)[C:27]([N:29]1[C@H:33]2[C:34]3[CH:35]=[CH:36][CH:37]=[CH:38][C:39]=3[CH2:40][C@H:32]2[O:31][C:30]1([CH3:42])[CH3:41])=[O:28])[C:20]1[CH:25]=[CH:24][CH:23]=[CH:22][CH:21]=1. Given the product [CH2:19]([C@:26]([OH:63])([CH2:43][CH2:44][OH:45])[C:27]([N:29]1[C@H:33]2[C:34]3[CH:35]=[CH:36][CH:37]=[CH:38][C:39]=3[CH2:40][C@H:32]2[O:31][C:30]1([CH3:42])[CH3:41])=[O:28])[C:20]1[CH:25]=[CH:24][CH:23]=[CH:22][CH:21]=1, predict the reactants needed to synthesize it. (2) Given the product [S:6]([C:9]1[CH:14]=[C:13]([CH:15]([NH:19][C:20]([C:22]2[CH:23]=[N:24][N:25]([C:28]3[CH:33]=[CH:32][C:31]([Cl:34])=[CH:30][CH:29]=3)[C:26]=2[CH3:27])=[O:21])[CH2:16][CH2:17][CH3:18])[CH:12]=[CH:11][N:10]=1)(=[O:8])(=[O:7])[NH2:40], predict the reactants needed to synthesize it. The reactants are: COC(=O)CC[S:6]([C:9]1[CH:14]=[C:13]([CH:15]([NH:19][C:20]([C:22]2[CH:23]=[N:24][N:25]([C:28]3[CH:33]=[CH:32][C:31]([Cl:34])=[CH:30][CH:29]=3)[C:26]=2[CH3:27])=[O:21])[CH2:16][CH2:17][CH3:18])[CH:12]=[CH:11][N:10]=1)(=[O:8])=[O:7].C[O-].[Na+].[Na].[NH2:40]OS(O)(=O)=O.C([O-])(=O)C.[Na+]. (3) Given the product [C:74]([CH2:73][CH2:72][CH2:71][C:67]1[CH:66]=[C:65](/[C:10](/[CH:37]=[CH:38]/[CH:39]=[C:40]2\[C:41]([CH3:59])([CH3:58])[C:42]3[C:43](=[N:57]\2)[N:44]([CH2:49][CH2:50][CH2:51][CH2:52][S:53]([O-:56])(=[O:55])=[O:54])[CH:45]=[C:46]([Cl:48])[CH:47]=3)=[CH:11]\[CH:12]=[CH:13]\[C:14]2[C:22]([CH3:24])([CH3:23])[C:21]3[C:16](=[CH:17][CH:18]=[C:19]([S:25]([O-:28])(=[O:26])=[O:27])[CH:20]=3)[N+:15]=2[CH2:29][CH2:30][CH2:31][CH2:32][S:33]([O-:36])(=[O:34])=[O:35])[CH:70]=[CH:69][CH:68]=1)([OH:76])=[O:75].[Na+:60].[Na+:60], predict the reactants needed to synthesize it. The reactants are: C(C1C=C(/[C:10](/[CH:37]=[CH:38]/[CH:39]=[C:40]2\[C:41]([CH3:59])([CH3:58])[C:42]3[C:43](=[N:57]\2)[N:44]([CH2:49][CH2:50][CH2:51][CH2:52][S:53]([O-:56])(=[O:55])=[O:54])[CH:45]=[C:46]([Cl:48])[CH:47]=3)=[CH:11]\[CH:12]=[CH:13]\[C:14]2[C:22]([CH3:24])([CH3:23])[C:21]3[C:16](=[CH:17][CH:18]=[C:19]([S:25]([O-:28])(=[O:27])=[O:26])[CH:20]=3)[N+:15]=2[CH2:29][CH2:30][CH2:31][CH2:32][S:33]([O-:36])(=[O:35])=[O:34])C=CC=1)(O)=O.[Na+:60].[Na+].B([C:65]1[CH:66]=[C:67]([CH2:71][CH2:72][CH2:73][C:74]([OH:76])=[O:75])[CH:68]=[CH:69][CH:70]=1)(O)O. (4) Given the product [CH2:30]([NH:33][CH2:20][CH2:17][O:16][C:14]([N:8]1[CH2:9][CH2:10][NH:11][CH2:12][CH2:13]1)=[O:15])[C:31]#[CH:32], predict the reactants needed to synthesize it. The reactants are: ClC(OCCCl)=O.[N:8]1([C:14]([O:16][C:17]([CH3:20])(C)C)=[O:15])[CH2:13][CH2:12][NH:11][CH2:10][CH2:9]1.C(N(C(C)C)CC)(C)C.[CH2:30]([NH2:33])[C:31]#[CH:32]. (5) The reactants are: [Cl:1][C:2]1[CH:3]=[CH:4][C:5]([O:12][CH2:13][C:14]([N:16]2[C@@H:21]([CH3:22])[CH2:20][O:19][C@H:18]([CH2:23][C:24]3[CH:29]=[CH:28][C:27]([F:30])=[CH:26][CH:25]=3)[CH2:17]2)=O)=[C:6]([NH:8][C:9]([NH2:11])=[O:10])[CH:7]=1. Given the product [Cl:1][C:2]1[CH:3]=[CH:4][C:5]([O:12][CH2:13][CH2:14][N:16]2[C@@H:21]([CH3:22])[CH2:20][O:19][C@H:18]([CH2:23][C:24]3[CH:25]=[CH:26][C:27]([F:30])=[CH:28][CH:29]=3)[CH2:17]2)=[C:6]([NH:8][C:9]([NH2:11])=[O:10])[CH:7]=1, predict the reactants needed to synthesize it. (6) Given the product [N:10]1[CH:11]=[CH:12][CH:13]=[CH:14][C:9]=1[N:7]1[CH:8]=[C:4]([NH2:1])[N:5]=[CH:6]1, predict the reactants needed to synthesize it. The reactants are: [N+:1]([C:4]1[N:5]=[CH:6][N:7]([C:9]2[CH:14]=[CH:13][CH:12]=[CH:11][N:10]=2)[CH:8]=1)([O-])=O.[H][H]. (7) The reactants are: [NH2:1][CH2:2][CH2:3][O:4][C:5](=[O:26])[C@H:6]([NH:14][C:15]([CH:17]1[CH2:22][CH2:21][CH:20]([CH:23]([CH3:25])[CH3:24])[CH2:19][CH2:18]1)=[O:16])[CH2:7][C:8]1[CH:13]=[CH:12][CH:11]=[CH:10][CH:9]=1.CCN=C=NCCCN(C)C.Cl.C1C=CC2N(O)N=NC=2C=1.[C:49](O)(=[O:69])[CH2:50][CH2:51][CH2:52]/[CH:53]=[CH:54]\[CH2:55]/[CH:56]=[CH:57]\[CH2:58]/[CH:59]=[CH:60]\[CH2:61]/[CH:62]=[CH:63]\[CH2:64]/[CH:65]=[CH:66]\[CH2:67][CH3:68]. Given the product [C:49]([NH:1][CH2:2][CH2:3][O:4][C:5](=[O:26])[C@H:6]([NH:14][C:15]([CH:17]1[CH2:22][CH2:21][CH:20]([CH:23]([CH3:24])[CH3:25])[CH2:19][CH2:18]1)=[O:16])[CH2:7][C:8]1[CH:13]=[CH:12][CH:11]=[CH:10][CH:9]=1)(=[O:69])[CH2:50][CH2:51][CH2:52]/[CH:53]=[CH:54]\[CH2:55]/[CH:56]=[CH:57]\[CH2:58]/[CH:59]=[CH:60]\[CH2:61]/[CH:62]=[CH:63]\[CH2:64]/[CH:65]=[CH:66]\[CH2:67][CH3:68], predict the reactants needed to synthesize it. (8) Given the product [F:10][CH:9]([F:11])[O:8][C:5]1[CH:6]=[CH:7][C:2]([C:32]2[CH:33]=[C:34]3[C:38](=[CH:39][CH:40]=2)[C:37](=[O:41])[O:36][CH2:35]3)=[C:3]([O:14][CH2:15][O:16][CH3:17])[C:4]=1[O:12][CH3:13], predict the reactants needed to synthesize it. The reactants are: Br[C:2]1[CH:7]=[CH:6][C:5]([O:8][CH:9]([F:11])[F:10])=[C:4]([O:12][CH3:13])[C:3]=1[O:14][CH2:15][O:16][CH3:17].C(=O)([O-])[O-].[Cs+].[Cs+].CC1(C)C(C)(C)OB([C:32]2[CH:33]=[C:34]3[C:38](=[CH:39][CH:40]=2)[C:37](=[O:41])[O:36][CH2:35]3)O1. (9) Given the product [CH3:23][CH:22]([CH3:24])[C:21]([N:16]1[CH:17]=[CH:18][C:14]([C:11]2[CH:12]=[CH:13][C:8]([O:1][C:2]3[CH:3]=[CH:4][CH:5]=[CH:6][CH:7]=3)=[CH:9][CH:10]=2)=[N:15]1)=[O:25], predict the reactants needed to synthesize it. The reactants are: [O:1]([C:8]1[CH:13]=[CH:12][C:11]([C:14]2[CH:18]=[CH:17][NH:16][N:15]=2)=[CH:10][CH:9]=1)[C:2]1[CH:7]=[CH:6][CH:5]=[CH:4][CH:3]=1.[H-].[Na+].[C:21](Cl)(=[O:25])[CH:22]([CH3:24])[CH3:23].